Dataset: Forward reaction prediction with 1.9M reactions from USPTO patents (1976-2016). Task: Predict the product of the given reaction. (1) Given the reactants Cl.[NH2:2][C:3]1[CH:8]=[C:7]([Br:9])[CH:6]=[CH:5][C:4]=1[OH:10].F[C:12]1[CH:17]=[CH:16][C:15]([N+:18]([O-:20])=[O:19])=[CH:14][C:13]=1[N+:21]([O-:23])=[O:22].C([O-])(=O)C.[Na+], predict the reaction product. The product is: [Br:9][C:7]1[CH:6]=[CH:5][C:4]([OH:10])=[C:3]([NH:2][C:16]2[CH:17]=[CH:12][C:13]([N+:21]([O-:23])=[O:22])=[CH:14][C:15]=2[N+:18]([O-:20])=[O:19])[CH:8]=1. (2) Given the reactants [Br:1][C:2]1[C:3]([NH:16][C@@H:17]2[CH2:22][CH2:21][C@H:20]([O:23][CH2:24][CH2:25][OH:26])[CH2:19][CH2:18]2)=[N:4][C:5]([N:9]2C(C)=CC=C2C)=[N:6][C:7]=1[CH3:8].Cl.NO.C(O)C, predict the reaction product. The product is: [NH2:9][C:5]1[N:4]=[C:3]([NH:16][C@@H:17]2[CH2:18][CH2:19][C@H:20]([O:23][CH2:24][CH2:25][OH:26])[CH2:21][CH2:22]2)[C:2]([Br:1])=[C:7]([CH3:8])[N:6]=1. (3) Given the reactants [NH2:1][C:2]1[C:7]([O:8][CH2:9][C:10]2[CH:15]=[CH:14][CH:13]=[CH:12][CH:11]=2)=[CH:6][CH:5]=[CH:4][N:3]=1.[Br:16]N1C(=O)CCC1=O, predict the reaction product. The product is: [CH2:9]([O:8][C:7]1[C:2]([NH2:1])=[N:3][CH:4]=[C:5]([Br:16])[CH:6]=1)[C:10]1[CH:11]=[CH:12][CH:13]=[CH:14][CH:15]=1. (4) Given the reactants C([O:3][C:4]([C:6]1([NH:16][C:17](=[O:30])[C:18]2[CH:23]=[CH:22][CH:21]=[C:20]([CH3:24])[C:19]=2[O:25][CH:26]2[CH2:29][CH2:28][CH2:27]2)[CH2:14][C:13]2[C:8](=[CH:9][CH:10]=[C:11]([F:15])[CH:12]=2)[CH2:7]1)=[O:5])C.[OH-].[K+].O, predict the reaction product. The product is: [CH:26]1([O:25][C:19]2[C:20]([CH3:24])=[CH:21][CH:22]=[CH:23][C:18]=2[C:17]([NH:16][C:6]2([C:4]([OH:5])=[O:3])[CH2:14][C:13]3[C:8](=[CH:9][CH:10]=[C:11]([F:15])[CH:12]=3)[CH2:7]2)=[O:30])[CH2:27][CH2:28][CH2:29]1. (5) Given the reactants [C:1]([O:4][C@@H:5]1[C@@H:18]([O:19][C:20](=[O:22])[CH3:21])[C@H:17]([O:23][C:24](=[O:26])[CH3:25])[CH2:16][S:15][C@H:6]1[O:7][C:8]1[CH:13]=[CH:12][CH:11]=[C:10](Cl)[N:9]=1)(=[O:3])[CH3:2].[N:27]1[CH:32]=[CH:31][CH:30]=[C:29](B(O)O)[CH:28]=1, predict the reaction product. The product is: [C:1]([O:4][C@@H:5]1[C@@H:18]([O:19][C:20](=[O:22])[CH3:21])[C@H:17]([O:23][C:24](=[O:26])[CH3:25])[CH2:16][S:15][C@H:6]1[O:7][C:8]1[CH:13]=[CH:12][CH:11]=[C:10]([C:29]2[CH:28]=[N:27][CH:32]=[CH:31][CH:30]=2)[N:9]=1)(=[O:3])[CH3:2]. (6) Given the reactants [OH:1][C:2]1[CH2:7][C:6]([CH:15]([CH3:17])[CH3:16])([CH2:8][CH2:9][C:10]2[CH:14]=[CH:13][S:12][CH:11]=2)[O:5][C:4](=[O:18])[CH:3]=1.C([SiH2][O:24][C:25](C)(C)[C:26]1[S:30][C:29]([CH:31]([CH3:33])[CH3:32])=[C:28]([S:34]S(C2C=CC(C)=CC=2)(=O)=O)[CH:27]=1)(C)(C)C.CCN(CC)CC.[F-].C([N+](CCCC)(CCCC)CCCC)CCC, predict the reaction product. The product is: [OH:1][C:2]1[CH2:7][C:6]([CH:15]([CH3:16])[CH3:17])([CH2:8][CH2:9][C:10]2[CH:14]=[CH:13][S:12][CH:11]=2)[O:5][C:4](=[O:18])[C:3]=1[S:34][C:28]1[CH:27]=[C:26]([CH2:25][OH:24])[S:30][C:29]=1[CH:31]([CH3:33])[CH3:32].